From a dataset of Catalyst prediction with 721,799 reactions and 888 catalyst types from USPTO. Predict which catalyst facilitates the given reaction. (1) Reactant: O.[NH3:2].[Cl:3][C:4]1[C:22]([F:23])=[CH:21][C:7]([C:8]([NH:10][C:11]2[N:20]=[CH:19][CH:18]=[CH:17][C:12]=2[C:13](OC)=[O:14])=O)=[C:6]([F:24])[CH:5]=1. Product: [Cl:3][C:4]1[C:22]([F:23])=[CH:21][C:7]([C:8]2[NH:2][C:13](=[O:14])[C:12]3[CH:17]=[CH:18][CH:19]=[N:20][C:11]=3[N:10]=2)=[C:6]([F:24])[CH:5]=1. The catalyst class is: 147. (2) Reactant: [NH2:1][C:2]1[C:7]([NH2:8])=[C:6]([C:9]2[CH:27]=[CH:26][C:12]([CH2:13][NH:14][C:15]([C:17]3[O:21][N:20]=[C:19]([C:22]([CH3:25])([CH3:24])[CH3:23])[N:18]=3)=[O:16])=[C:11]([F:28])[CH:10]=2)[CH:5]=[CH:4][N:3]=1.[CH3:29][N:30]([CH3:39])[C:31]1[CH:32]=[CH:33][C:34]([CH:37]=O)=[N:35][CH:36]=1. Product: [C:22]([C:19]1[N:18]=[C:17]([C:15]([NH:14][CH2:13][C:12]2[CH:26]=[CH:27][C:9]([C:6]3[CH:5]=[CH:4][N:3]=[C:2]4[NH:1][C:37]([C:34]5[CH:33]=[CH:32][C:31]([N:30]([CH3:39])[CH3:29])=[CH:36][N:35]=5)=[N:8][C:7]=34)=[CH:10][C:11]=2[F:28])=[O:16])[O:21][N:20]=1)([CH3:23])([CH3:24])[CH3:25]. The catalyst class is: 3.